Dataset: Forward reaction prediction with 1.9M reactions from USPTO patents (1976-2016). Task: Predict the product of the given reaction. Given the reactants [Cl:1][C:2]1[S:9][C:8]2[CH:7]=[CH:6][N:5]([C:10]([O:12][C:13]([CH3:16])([CH3:15])[CH3:14])=[O:11])[C:4]=2[CH:3]=1.[B:17](OC(C)C)([O:22]C(C)C)[O:18]C(C)C.[Li+].CC([N-]C(C)C)C, predict the reaction product. The product is: [C:13]([O:12][C:10]([N:5]1[C:6]([B:17]([OH:22])[OH:18])=[CH:7][C:8]2[S:9][C:2]([Cl:1])=[CH:3][C:4]1=2)=[O:11])([CH3:16])([CH3:15])[CH3:14].